From a dataset of Catalyst prediction with 721,799 reactions and 888 catalyst types from USPTO. Predict which catalyst facilitates the given reaction. (1) Reactant: C1(C[N:8]2[CH2:13][CH2:12][N:11]([C:14]3[CH:19]=[CH:18][C:17]([NH:20][C:21]([C:23]4[C:24]([C:29]5[CH:34]=[CH:33][CH:32]=[CH:31][CH:30]=5)=[CH:25][CH:26]=[CH:27][CH:28]=4)=[O:22])=[CH:16][CH:15]=3)[CH2:10][CH2:9]2)C=CC=CC=1.[H][H]. Product: [N:11]1([C:14]2[CH:15]=[CH:16][C:17]([NH:20][C:21]([C:23]3[C:24]([C:29]4[CH:30]=[CH:31][CH:32]=[CH:33][CH:34]=4)=[CH:25][CH:26]=[CH:27][CH:28]=3)=[O:22])=[CH:18][CH:19]=2)[CH2:10][CH2:9][NH:8][CH2:13][CH2:12]1. The catalyst class is: 19. (2) Reactant: [CH:1]([C:4]1[CH:9]=[CH:8][C:7]([C:10]2[O:11][CH:12]=[C:13]([C:15]3[CH:16]=[C:17]([CH:22]=[CH:23][CH:24]=3)[C:18]([O:20]C)=[O:19])[N:14]=2)=[CH:6][CH:5]=1)([CH3:3])[CH3:2].[Li+].[OH-]. Product: [CH:1]([C:4]1[CH:5]=[CH:6][C:7]([C:10]2[O:11][CH:12]=[C:13]([C:15]3[CH:16]=[C:17]([CH:22]=[CH:23][CH:24]=3)[C:18]([OH:20])=[O:19])[N:14]=2)=[CH:8][CH:9]=1)([CH3:3])[CH3:2]. The catalyst class is: 24. (3) Reactant: C[O:2][C:3](=O)[CH2:4][C@@H:5]([N:8]([CH2:27][C:28]1[CH:33]=[CH:32][C:31]([F:34])=[CH:30][CH:29]=1)[C:9](=[O:26])[CH2:10][C:11]1[N:12]=[S:13]([CH3:25])(=[O:24])[C:14]2[CH:20]=[C:19]([N+:21]([O-:23])=[O:22])[CH:18]=[CH:17][C:15]=2[N:16]=1)[CH2:6][CH3:7].[O-]CC.[Na+]. Product: [CH2:6]([C@@H:5]1[N:8]([CH2:27][C:28]2[CH:29]=[CH:30][C:31]([F:34])=[CH:32][CH:33]=2)[C:9](=[O:26])[C:10]([C:11]2[N:12]=[S:13]([CH3:25])(=[O:24])[C:14]3[CH:20]=[C:19]([N+:21]([O-:23])=[O:22])[CH:18]=[CH:17][C:15]=3[N:16]=2)=[C:3]([OH:2])[CH2:4]1)[CH3:7]. The catalyst class is: 8. (4) Reactant: [CH2:1]([C:3]1[N:7]([C:8]2[CH:13]=[CH:12][CH:11]=[CH:10][CH:9]=2)[N:6]=[CH:5][CH:4]=1)[CH3:2].[I:14]N1C(=O)CCC1=O.C(#N)C. Product: [CH2:1]([C:3]1[N:7]([C:8]2[CH:13]=[CH:12][CH:11]=[CH:10][CH:9]=2)[N:6]=[CH:5][C:4]=1[I:14])[CH3:2]. The catalyst class is: 13. (5) Reactant: CC1C=CC(S(O)(=O)=O)=CC=1.O.[NH2:13][C:14]1[C:15]([Cl:29])=[N:16][C:17]([Cl:28])=[CH:18][C:19]=1[NH:20][C:21](=[O:27])[O:22][C:23]([CH3:26])([CH3:25])[CH3:24].[CH3:30][C@H:31]1[CH2:36][CH2:35][C@H:34]([C:37](=O)[CH3:38])[CH2:33][CH2:32]1. Product: [Cl:29][C:15]1[C:14]([N:13]=[C:37]([C@H:34]2[CH2:35][CH2:36][C@H:31]([CH3:30])[CH2:32][CH2:33]2)[CH3:38])=[C:19]([NH:20][C:21](=[O:27])[O:22][C:23]([CH3:24])([CH3:25])[CH3:26])[CH:18]=[C:17]([Cl:28])[N:16]=1. The catalyst class is: 11. (6) Reactant: [N:1]1([CH2:7][CH2:8][CH2:9][CH2:10][NH2:11])[CH2:6][CH2:5][O:4][CH2:3][CH2:2]1.Cl[C:13]1[N:14]=[N+:15]([O-:26])[C:16]2[CH:25]=[C:24]3[C:20]([CH2:21][CH2:22][CH2:23]3)=[CH:19][C:17]=2[N:18]=1.CCN(CC)CC. Product: [N:1]1([CH2:7][CH2:8][CH2:9][CH2:10][NH:11][C:13]2[N:14]=[N+:15]([O-:26])[C:16]3[CH:25]=[C:24]4[C:20]([CH2:21][CH2:22][CH2:23]4)=[CH:19][C:17]=3[N:18]=2)[CH2:6][CH2:5][O:4][CH2:3][CH2:2]1. The catalyst class is: 57.